Task: Predict the reaction yield, written as a fraction of the theoretical maximum amount of product (1.0 means a 100% yield; for example, 0.34 means a 34% yield).. Dataset: Reaction yield outcomes from USPTO patents with 853,638 reactions (1) The reactants are [NH2:1][C:2]1[CH:7]=[CH:6][CH:5]=[CH:4][CH:3]=1.C([N:15]1[CH:19]=[CH:18][N:17]=[CH:16]1)([N:15]1[CH:19]=[CH:18][N:17]=[CH:16]1)=S.NC1[CH:27]=[C:26]([Br:28])[CH:25]=[CH:24]C=1N.CCN=C=NCCCN(C)C. The catalyst is N1C=CC=CC=1. The yield is 0.250. The product is [Br:28][C:26]1[CH:25]=[CH:24][C:18]2[NH:17][C:16]([NH:1][C:2]3[CH:7]=[CH:6][CH:5]=[CH:4][CH:3]=3)=[N:15][C:19]=2[CH:27]=1. (2) The reactants are S(O[CH:6]([CH3:35])[CH2:7][C:8]1[C:16]([C:17]([C:26]2[CH:31]=[CH:30][C:29]([N+:32]([O-:34])=[O:33])=[CH:28][CH:27]=2)=[N:18][NH:19][C:20]2[N:25]=[CH:24][CH:23]=[CH:22][N:21]=2)=[CH:15][C:11]2[O:12][CH2:13][O:14][C:10]=2[CH:9]=1)(=O)(=O)C.[OH-].[Na+]. The catalyst is ClCCl.CO. The product is [CH3:35][CH:6]1[CH2:7][C:8]2[CH:9]=[C:10]3[O:14][CH2:13][O:12][C:11]3=[CH:15][C:16]=2[C:17]([C:26]2[CH:31]=[CH:30][C:29]([N+:32]([O-:34])=[O:33])=[CH:28][CH:27]=2)=[N:18][N:19]1[C:20]1[N:25]=[CH:24][CH:23]=[CH:22][N:21]=1. The yield is 0.770.